From a dataset of Forward reaction prediction with 1.9M reactions from USPTO patents (1976-2016). Predict the product of the given reaction. Given the reactants [N+:1]([C:4]1[CH:9]=[CH:8][C:7]([C:10]2([C:15]#[N:16])[CH2:14][CH2:13][CH2:12][CH2:11]2)=[CH:6][CH:5]=1)([O-:3])=[O:2].[OH-:17].[Na+], predict the reaction product. The product is: [N+:1]([C:4]1[CH:5]=[CH:6][C:7]([C:10]2([C:15]([NH2:16])=[O:17])[CH2:14][CH2:13][CH2:12][CH2:11]2)=[CH:8][CH:9]=1)([O-:3])=[O:2].